This data is from NCI-60 drug combinations with 297,098 pairs across 59 cell lines. The task is: Regression. Given two drug SMILES strings and cell line genomic features, predict the synergy score measuring deviation from expected non-interaction effect. (1) Drug 1: C1CCC(C1)C(CC#N)N2C=C(C=N2)C3=C4C=CNC4=NC=N3. Drug 2: C#CCC(CC1=CN=C2C(=N1)C(=NC(=N2)N)N)C3=CC=C(C=C3)C(=O)NC(CCC(=O)O)C(=O)O. Cell line: HL-60(TB). Synergy scores: CSS=-13.3, Synergy_ZIP=-9.49, Synergy_Bliss=-26.1, Synergy_Loewe=-78.0, Synergy_HSA=-34.1. (2) Drug 1: C1=CC(=CC=C1C#N)C(C2=CC=C(C=C2)C#N)N3C=NC=N3. Drug 2: C(CN)CNCCSP(=O)(O)O. Cell line: SK-MEL-28. Synergy scores: CSS=-5.77, Synergy_ZIP=3.44, Synergy_Bliss=2.99, Synergy_Loewe=-0.806, Synergy_HSA=-2.07. (3) Drug 1: CC(CN1CC(=O)NC(=O)C1)N2CC(=O)NC(=O)C2. Drug 2: CCCCC(=O)OCC(=O)C1(CC(C2=C(C1)C(=C3C(=C2O)C(=O)C4=C(C3=O)C=CC=C4OC)O)OC5CC(C(C(O5)C)O)NC(=O)C(F)(F)F)O. Cell line: SK-MEL-5. Synergy scores: CSS=19.4, Synergy_ZIP=-4.34, Synergy_Bliss=2.19, Synergy_Loewe=1.82, Synergy_HSA=1.54. (4) Drug 1: CC1=C(C(=CC=C1)Cl)NC(=O)C2=CN=C(S2)NC3=CC(=NC(=N3)C)N4CCN(CC4)CCO. Drug 2: C1CCC(C(C1)N)N.C(=O)(C(=O)[O-])[O-].[Pt+4]. Cell line: SF-268. Synergy scores: CSS=14.7, Synergy_ZIP=-5.98, Synergy_Bliss=0.610, Synergy_Loewe=0.136, Synergy_HSA=0.778. (5) Drug 1: C1=CC=C(C=C1)NC(=O)CCCCCCC(=O)NO. Drug 2: CC1C(C(CC(O1)OC2CC(OC(C2O)C)OC3=CC4=CC5=C(C(=O)C(C(C5)C(C(=O)C(C(C)O)O)OC)OC6CC(C(C(O6)C)O)OC7CC(C(C(O7)C)O)OC8CC(C(C(O8)C)O)(C)O)C(=C4C(=C3C)O)O)O)O. Cell line: HCC-2998. Synergy scores: CSS=62.3, Synergy_ZIP=3.51, Synergy_Bliss=6.58, Synergy_Loewe=-13.2, Synergy_HSA=5.86. (6) Drug 1: C1=CC(=CC=C1CCCC(=O)O)N(CCCl)CCCl. Drug 2: C1=NC(=NC(=O)N1C2C(C(C(O2)CO)O)O)N. Cell line: BT-549. Synergy scores: CSS=22.5, Synergy_ZIP=-9.44, Synergy_Bliss=-0.915, Synergy_Loewe=-0.0885, Synergy_HSA=0.856. (7) Drug 1: CC1=C2C(C(=O)C3(C(CC4C(C3C(C(C2(C)C)(CC1OC(=O)C(C(C5=CC=CC=C5)NC(=O)C6=CC=CC=C6)O)O)OC(=O)C7=CC=CC=C7)(CO4)OC(=O)C)O)C)OC(=O)C. Drug 2: C1C(C(OC1N2C=NC3=C2NC=NCC3O)CO)O. Cell line: SF-295. Synergy scores: CSS=48.0, Synergy_ZIP=4.48, Synergy_Bliss=3.72, Synergy_Loewe=-12.6, Synergy_HSA=3.73. (8) Drug 1: CC1=C(C=C(C=C1)C(=O)NC2=CC(=CC(=C2)C(F)(F)F)N3C=C(N=C3)C)NC4=NC=CC(=N4)C5=CN=CC=C5. Drug 2: CC(C)(C#N)C1=CC(=CC(=C1)CN2C=NC=N2)C(C)(C)C#N. Cell line: SK-MEL-28. Synergy scores: CSS=7.05, Synergy_ZIP=-2.70, Synergy_Bliss=-2.58, Synergy_Loewe=3.05, Synergy_HSA=-0.790. (9) Drug 1: COC1=CC(=CC(=C1O)OC)C2C3C(COC3=O)C(C4=CC5=C(C=C24)OCO5)OC6C(C(C7C(O6)COC(O7)C8=CC=CS8)O)O. Drug 2: C1CCC(CC1)NC(=O)N(CCCl)N=O. Cell line: IGROV1. Synergy scores: CSS=43.9, Synergy_ZIP=-11.3, Synergy_Bliss=-0.780, Synergy_Loewe=1.77, Synergy_HSA=4.73.